Dataset: Forward reaction prediction with 1.9M reactions from USPTO patents (1976-2016). Task: Predict the product of the given reaction. (1) Given the reactants [N+:1]([C:4]1[CH:5]=[C:6]2[C:10](=[CH:11][CH:12]=1)[NH:9][CH:8]=[CH:7]2)([O-:3])=[O:2].[H-].[Na+].I[CH:16]([CH3:18])[CH3:17].[Cl-].[NH4+], predict the reaction product. The product is: [CH:16]([N:9]1[C:10]2[C:6](=[CH:5][C:4]([N+:1]([O-:3])=[O:2])=[CH:12][CH:11]=2)[CH:7]=[CH:8]1)([CH3:18])[CH3:17]. (2) Given the reactants Cl.[F:2][C:3]1[CH:32]=[CH:31][C:6]2[C:7]([CH:10]3[CH2:15][CH2:14][N:13]([CH2:16][CH2:17][C:18]4[C:23](=[O:24])[N:22]5[CH2:25][CH2:26][CH2:27][CH:28]([OH:29])[C:21]5=[N:20][C:19]=4[CH3:30])[CH2:12][CH2:11]3)=[N:8][O:9][C:5]=2[CH:4]=1.Cl.C.C(N(CC)CC)C, predict the reaction product. The product is: [CH3:30][C:19]1[N:20]=[C:21]2[N:22]([CH2:25][CH2:26][CH2:27][CH:28]2[OH:29])[C:23](=[O:24])[C:18]=1[CH2:17][CH2:16][N:13]1[CH2:14][CH2:15][CH:10]([C:7]2[C:6]3[CH:31]=[CH:32][C:3]([F:2])=[CH:4][C:5]=3[O:9][N:8]=2)[CH2:11][CH2:12]1. (3) The product is: [CH3:10][O:11][C:12]1[CH:13]=[C:14]([C:18]2[CH:23]=[CH:22][C:21](/[C:24](/[CH3:31])=[CH:25]/[CH2:26][OH:27])=[CH:20][CH:19]=2)[CH:15]=[CH:16][CH:17]=1. Given the reactants CC(C[AlH]CC(C)C)C.[CH3:10][O:11][C:12]1[CH:13]=[C:14]([C:18]2[CH:23]=[CH:22][C:21](/[C:24](/[CH3:31])=[CH:25]/[C:26](OCC)=[O:27])=[CH:20][CH:19]=2)[CH:15]=[CH:16][CH:17]=1, predict the reaction product. (4) Given the reactants [NH2:1][C:2]1[CH:3]=[C:4]([NH:10][S:11]([CH:14]=[CH:15][C:16]2[C:21]([O:22][CH3:23])=[CH:20][C:19]([O:24][CH3:25])=[CH:18][C:17]=2[O:26][CH3:27])(=[O:13])=[O:12])[CH:5]=[CH:6][C:7]=1[O:8][CH3:9].[H][H], predict the reaction product. The product is: [NH2:1][C:2]1[CH:3]=[C:4]([NH:10][S:11]([CH2:14][CH2:15][C:16]2[C:21]([O:22][CH3:23])=[CH:20][C:19]([O:24][CH3:25])=[CH:18][C:17]=2[O:26][CH3:27])(=[O:13])=[O:12])[CH:5]=[CH:6][C:7]=1[O:8][CH3:9]. (5) Given the reactants [Br:1][C:2]1[CH:3]=[N:4][C:5]([OH:8])=[N:6][CH:7]=1.[I-].[Na+].C(=O)([O-])[O-].[Cs+].[Cs+].Cl.Cl[CH2:19][CH2:20][N:21]1[CH2:26][CH2:25][O:24][CH2:23][CH2:22]1, predict the reaction product. The product is: [Br:1][C:2]1[CH:3]=[N:4][C:5](=[O:8])[N:6]([CH2:19][CH2:20][N:21]2[CH2:26][CH2:25][O:24][CH2:23][CH2:22]2)[CH:7]=1. (6) Given the reactants [CH:1]1([N:5]2[CH2:11][CH2:10][CH2:9][N:8]([C:12]([CH:14]3[CH2:17][C:16](=[O:18])[CH2:15]3)=[O:13])[CH2:7][CH2:6]2)[CH2:4][CH2:3][CH2:2]1.[BH4-].[Na+], predict the reaction product. The product is: [CH:1]1([N:5]2[CH2:11][CH2:10][CH2:9][N:8]([C:12]([C@@H:14]3[CH2:17][C@H:16]([OH:18])[CH2:15]3)=[O:13])[CH2:7][CH2:6]2)[CH2:4][CH2:3][CH2:2]1. (7) Given the reactants [CH2:1]([N:8]1[C:13](=[O:14])[C:12]([CH3:15])=[C:11]2[S:16][C:17]([C:19](O)=[O:20])=[CH:18][N:10]2[C:9]1=[O:22])[C:2]1[CH:7]=[CH:6][CH:5]=[CH:4][CH:3]=1.[CH3:23][C:24]1[CH:31]=[CH:30][C:27]([CH2:28][NH2:29])=[CH:26][CH:25]=1.O.ON1C2C=CC=CC=2N=N1.Cl.CN(C)CCCN=C=NCC, predict the reaction product. The product is: [CH3:23][C:24]1[CH:31]=[CH:30][C:27]([CH2:28][NH:29][C:19]([C:17]2[S:16][C:11]3[N:10]([C:9](=[O:22])[N:8]([CH2:1][C:2]4[CH:3]=[CH:4][CH:5]=[CH:6][CH:7]=4)[C:13](=[O:14])[C:12]=3[CH3:15])[CH:18]=2)=[O:20])=[CH:26][CH:25]=1.